From a dataset of Rat liver microsome stability data. Regression/Classification. Given a drug SMILES string, predict its absorption, distribution, metabolism, or excretion properties. Task type varies by dataset: regression for continuous measurements (e.g., permeability, clearance, half-life) or binary classification for categorical outcomes (e.g., BBB penetration, CYP inhibition). Dataset: rlm. (1) The drug is Nc1c(-c2ccccc2)cnc2c(-c3ccccc3)cnn12. The result is 0 (unstable in rat liver microsomes). (2) The compound is N#Cc1ccccc1Cn1c(N2CCC[C@@H](N)C2)ncc(/C=C/c2ccc(F)cc2)c1=O. The result is 0 (unstable in rat liver microsomes). (3) The compound is CCOc1cc(NC(=O)C2(NC(=O)c3ccc4c(C5CCCC5)c(-c5ncc(Cl)cn5)n(C)c4c3)CCC2)ccc1C=CC(=O)OCc1ccccc1. The result is 0 (unstable in rat liver microsomes). (4) The drug is CC(=O)c1cc(C(=O)NOCCCO)c(Nc2ccc(I)cc2F)n1C. The result is 1 (stable in rat liver microsomes). (5) The compound is CC(C)(C)c1cc(NC(=O)[C@@H]2CCC(=O)N2c2ccc(Cl)cc2)on1. The result is 1 (stable in rat liver microsomes). (6) The compound is Nc1ccccc1OCCn1c(CCNC(=O)C2CCCCC2)nc2ccccc21. The result is 1 (stable in rat liver microsomes). (7) The molecule is CC(=O)c1c(C)c(C(=O)Nc2cccc(S(=O)(=O)N3CCCCCC3)c2)n(C)c1C. The result is 1 (stable in rat liver microsomes). (8) The result is 1 (stable in rat liver microsomes). The molecule is Fc1cc(Nc2nc(-c3ccncc3)nc3ccccc23)ccc1C(F)(F)F.